Dataset: Catalyst prediction with 721,799 reactions and 888 catalyst types from USPTO. Task: Predict which catalyst facilitates the given reaction. (1) Reactant: [CH3:1][O:2][C:3]1[CH:8]=[CH:7][C:6]([C:9]2[C:18]([C:19]3[CH:24]=[CH:23][C:22]([O:25][CH3:26])=[CH:21][CH:20]=3)=[N:17][C:16]3[C:11](=[CH:12][CH:13]=[C:14]([C:27]#[N:28])[CH:15]=3)[N:10]=2)=[CH:5][CH:4]=1.[N-:29]=[N+:30]=[N-:31].[Na+].[NH4+].[Cl-]. Product: [CH3:1][O:2][C:3]1[CH:4]=[CH:5][C:6]([C:9]2[C:18]([C:19]3[CH:24]=[CH:23][C:22]([O:25][CH3:26])=[CH:21][CH:20]=3)=[N:17][C:16]3[C:11](=[CH:12][CH:13]=[C:14]([C:27]4[NH:31][N:30]=[N:29][N:28]=4)[CH:15]=3)[N:10]=2)=[CH:7][CH:8]=1. The catalyst class is: 9. (2) Reactant: [NH2:1][C:2]1[CH:7]=[CH:6][C:5]([C:8]2[C:9]([NH2:21])=[N:10][C:11]([NH2:20])=[N:12][C:13]=2[CH:14]2[CH2:19][CH2:18][CH2:17][CH2:16][CH2:15]2)=[CH:4][CH:3]=1.[CH3:22][S:23]([C:26]1[CH:33]=[CH:32][C:29]([CH:30]=O)=[CH:28][CH:27]=1)(=[O:25])=[O:24].[BH3-]C#N.[Na+].C(O)(=O)C. Product: [CH:14]1([C:13]2[N:12]=[C:11]([NH2:20])[N:10]=[C:9]([NH2:21])[C:8]=2[C:5]2[CH:4]=[CH:3][C:2]([NH:1][CH2:30][C:29]3[CH:28]=[CH:27][C:26]([S:23]([CH3:22])(=[O:25])=[O:24])=[CH:33][CH:32]=3)=[CH:7][CH:6]=2)[CH2:19][CH2:18][CH2:17][CH2:16][CH2:15]1. The catalyst class is: 5. (3) Reactant: [H-].[Na+].[NH2:3][C:4]1[C:9]([Cl:10])=[CH:8][N:7]=[CH:6][C:5]=1[Cl:11].[C:12]([C:15]1[C:20]([C:21]2[CH:26]=[CH:25][CH:24]=[CH:23][CH:22]=2)=[N:19][N:18]([CH2:27][CH3:28])[C:17](=[O:29])[C:16]=1[N+]([O-])=O)(=[O:14])[CH3:13].Cl. Product: [C:12]([C:15]1[C:20]([C:21]2[CH:22]=[CH:23][CH:24]=[CH:25][CH:26]=2)=[N:19][N:18]([CH2:27][CH3:28])[C:17](=[O:29])[C:16]=1[NH:3][C:4]1[C:9]([Cl:10])=[CH:8][N:7]=[CH:6][C:5]=1[Cl:11])(=[O:14])[CH3:13]. The catalyst class is: 56. (4) Reactant: [OH-:1].[Na+].[C:3]([C:5]1[CH:6]=[CH:7][C:8]([C:11]2[N:15]([C:16]3[CH:17]=[N:18][C:19]([CH3:22])=[CH:20][CH:21]=3)[N:14]=[C:13]([C:23]([N:25]3[CH2:30][CH2:29][C:28]([F:32])([F:31])[CH2:27][CH2:26]3)=[O:24])[CH:12]=2)=[N:9][CH:10]=1)#[N:4].O.C(Cl)(Cl)Cl.CO. Product: [C:3]([C:5]1[CH:6]=[CH:7][C:8]([C:11]2[N:15]([C:16]3[CH:17]=[N:18][C:19]([CH3:22])=[CH:20][CH:21]=3)[N:14]=[C:13]([C:23]([N:25]3[CH2:26][CH2:27][C:28]([F:32])([F:31])[CH2:29][CH2:30]3)=[O:24])[CH:12]=2)=[N:9][CH:10]=1)(=[O:1])[NH2:4]. The catalyst class is: 111. (5) Reactant: [NH2:1][C@H:2]([C:4]1[N:5]([C:16]2[CH:21]=[CH:20][CH:19]=[CH:18][CH:17]=2)[C:6](=[O:15])[C:7]2[C:12]([CH:13]=1)=[CH:11][CH:10]=[CH:9][C:8]=2[Cl:14])[CH3:3].Cl[C:23]1[N:31]=[CH:30][N:29]=[C:28]2[C:24]=1[N:25]=[CH:26][N:27]2[CH:32]1[CH2:37][CH2:36][CH2:35][CH2:34][O:33]1.C(N(CC)CC)C. Product: [Cl:14][C:8]1[CH:9]=[CH:10][CH:11]=[C:12]2[C:7]=1[C:6](=[O:15])[N:5]([C:16]1[CH:21]=[CH:20][CH:19]=[CH:18][CH:17]=1)[C:4]([C@@H:2]([NH:1][C:23]1[N:31]=[CH:30][N:29]=[C:28]3[C:24]=1[N:25]=[CH:26][N:27]3[CH:32]1[CH2:37][CH2:36][CH2:35][CH2:34][O:33]1)[CH3:3])=[CH:13]2. The catalyst class is: 32. (6) Reactant: C([O:8][C:9]1[CH:10]=[C:11]([CH:16]=[C:17]([CH:19]=[CH:20][O:21][CH3:22])[CH:18]=1)[C:12]([O:14][CH3:15])=[O:13])C1C=CC=CC=1. Product: [OH:8][C:9]1[CH:10]=[C:11]([CH:16]=[C:17]([CH2:19][CH2:20][O:21][CH3:22])[CH:18]=1)[C:12]([O:14][CH3:15])=[O:13]. The catalyst class is: 29.